From a dataset of Full USPTO retrosynthesis dataset with 1.9M reactions from patents (1976-2016). Predict the reactants needed to synthesize the given product. (1) Given the product [NH2:11][C:8]1[CH:7]=[CH:6][CH:5]=[C:4]2[C:9]=1[CH2:10][N:2]([CH3:1])[C:3]2=[O:14], predict the reactants needed to synthesize it. The reactants are: [CH3:1][N:2]1[CH2:10][C:9]2[C:4](=[CH:5][CH:6]=[CH:7][C:8]=2[N+:11]([O-])=O)[C:3]1=[O:14]. (2) Given the product [Cl:24][CH2:2][C:3]1[CH:4]=[CH:5][C:6]([O:11][C:12]2[CH:17]=[CH:16][CH:15]=[C:14]([C:18]([F:21])([F:20])[F:19])[CH:13]=2)=[C:7]([CH:10]=1)[C:8]#[N:9], predict the reactants needed to synthesize it. The reactants are: O[CH2:2][C:3]1[CH:4]=[CH:5][C:6]([O:11][C:12]2[CH:17]=[CH:16][CH:15]=[C:14]([C:18]([F:21])([F:20])[F:19])[CH:13]=2)=[C:7]([CH:10]=1)[C:8]#[N:9].S(Cl)([Cl:24])=O.